Dataset: Reaction yield outcomes from USPTO patents with 853,638 reactions. Task: Predict the reaction yield, written as a fraction of the theoretical maximum amount of product (1.0 means a 100% yield; for example, 0.34 means a 34% yield). (1) The reactants are [N+:1]([C:4]1[CH:12]=[CH:11][C:7]([C:8]([OH:10])=O)=[CH:6][CH:5]=1)([O-:3])=[O:2].[C:13]1([NH2:20])[CH:18]=[CH:17][C:16]([NH2:19])=[CH:15][CH:14]=1.CN(C(ON1N=NC2C=CC=NC1=2)=[N+](C)C)C.F[P-](F)(F)(F)(F)F.CCN(C(C)C)C(C)C. The catalyst is ClCCl. The product is [NH2:19][C:16]1[CH:17]=[CH:18][C:13]([NH:20][C:8](=[O:10])[C:7]2[CH:6]=[CH:5][C:4]([N+:1]([O-:3])=[O:2])=[CH:12][CH:11]=2)=[CH:14][CH:15]=1. The yield is 0.650. (2) The reactants are [H-].[Na+].[CH3:3][S:4][C:5]1[CH:10]=[CH:9][CH:8]=[CH:7][C:6]=1[C:11]1[NH:15][CH:14]=[C:13]([CH:16]=[O:17])[CH:12]=1.C1OCCOCCOCCOCCOC1.[N:33]1[CH:38]=[CH:37][CH:36]=[C:35]([S:39](Cl)(=[O:41])=[O:40])[CH:34]=1. The catalyst is O1CCCC1.O. The product is [CH3:3][S:4][C:5]1[CH:10]=[CH:9][CH:8]=[CH:7][C:6]=1[C:11]1[N:15]([S:39]([C:35]2[CH:34]=[N:33][CH:38]=[CH:37][CH:36]=2)(=[O:41])=[O:40])[CH:14]=[C:13]([CH:16]=[O:17])[CH:12]=1. The yield is 0.690. (3) The reactants are [C:1]([O:5][C:6](=[O:23])NC1SC=C[C@](C2C=CC=C(F)C=2F)(C)N=1)([CH3:4])([CH3:3])[CH3:2].[Br:24][C:25]1[CH:26]=[C:27]([C@:32]2([CH3:39])[CH:37]=[CH:36][S:35][C:34]([NH2:38])=[N:33]2)[C:28]([F:31])=[N:29][CH:30]=1.CC(OC(OC(OC(C)(C)C)=O)=O)(C)C.O.[OH-].[Li+]. The catalyst is CN(C)C1C=CN=CC=1. The product is [C:1]([O:5][C:6](=[O:23])[NH:38][C:34]1[S:35][CH:36]=[CH:37][C@:32]([C:27]2[C:28]([F:31])=[N:29][CH:30]=[C:25]([Br:24])[CH:26]=2)([CH3:39])[N:33]=1)([CH3:4])([CH3:3])[CH3:2]. The yield is 0.940. (4) The reactants are [F:1][C:2]1[CH:3]=[C:4]([CH2:8][C:9]([C:11]2[CH:16]=[CH:15][CH:14]=[CH:13][C:12]=2[OH:17])=[O:10])[CH:5]=[CH:6][CH:7]=1.[C:18](OC(=O)C)(=O)[CH3:19].C([O-])(=O)C.[Na+]. No catalyst specified. The product is [F:1][C:2]1[CH:3]=[C:4]([C:8]2[C:9](=[O:10])[C:11]3[C:12](=[CH:13][CH:14]=[CH:15][CH:16]=3)[O:17][C:18]=2[CH3:19])[CH:5]=[CH:6][CH:7]=1. The yield is 0.680. (5) The reactants are [F:1][C:2]1[CH:3]=[CH:4][C:5](C#N)=[N:6][CH:7]=1.[CH3:10][Mg]Br.Cl.[C:14](=[O:17])(O)[O-].[Na+]. The catalyst is C1COCC1. The product is [F:1][C:2]1[CH:3]=[CH:4][C:5]([C:14](=[O:17])[CH3:10])=[N:6][CH:7]=1. The yield is 0.550. (6) The reactants are [CH2:1]([O:8][C:9]1[CH:14]=[CH:13][C:12]([C:15](=[O:17])[CH3:16])=[CH:11][C:10]=1[O:18][CH3:19])[C:2]1[CH:7]=[CH:6][CH:5]=[CH:4][CH:3]=1.[N+:20]([O-])([OH:22])=[O:21].S(=O)(=O)(O)O. The catalyst is ClCCl. The product is [CH2:1]([O:8][C:9]1[C:10]([O:18][CH3:19])=[CH:11][C:12]([C:15](=[O:17])[CH3:16])=[C:13]([N+:20]([O-:22])=[O:21])[CH:14]=1)[C:2]1[CH:3]=[CH:4][CH:5]=[CH:6][CH:7]=1. The yield is 0.600. (7) The catalyst is CN(C)C=O.CO. The reactants are [CH3:1][NH:2][CH3:3].[H-].[Na+].[Cl:6][C:7]1[CH:12]=[C:11]([CH2:13]Cl)[CH:10]=[C:9]([Cl:15])[C:8]=1[C:16]1[NH:17][C:18]2[C:24]3[CH:25]=[CH:26][N:27]=[CH:28][C:23]=3[NH:22][C:21]3[N:29]=[CH:30][CH:31]=[CH:32][C:20]=3[C:19]=2[N:33]=1. The yield is 0.310. The product is [Cl:6][C:7]1[CH:12]=[C:11]([CH2:13][N:2]([CH3:3])[CH3:1])[CH:10]=[C:9]([Cl:15])[C:8]=1[C:16]1[NH:17][C:18]2[C:24]3[CH:25]=[CH:26][N:27]=[CH:28][C:23]=3[NH:22][C:21]3[N:29]=[CH:30][CH:31]=[CH:32][C:20]=3[C:19]=2[N:33]=1.